Regression. Given a peptide amino acid sequence and an MHC pseudo amino acid sequence, predict their binding affinity value. This is MHC class II binding data. From a dataset of Peptide-MHC class II binding affinity with 134,281 pairs from IEDB. The peptide sequence is MVVERLGDYLVEQGM. The MHC is HLA-DQA10301-DQB10302 with pseudo-sequence HLA-DQA10301-DQB10302. The binding affinity (normalized) is 0.223.